Dataset: NCI-60 drug combinations with 297,098 pairs across 59 cell lines. Task: Regression. Given two drug SMILES strings and cell line genomic features, predict the synergy score measuring deviation from expected non-interaction effect. (1) Drug 1: C1=CN(C(=O)N=C1N)C2C(C(C(O2)CO)O)O.Cl. Drug 2: C(CCl)NC(=O)N(CCCl)N=O. Cell line: SR. Synergy scores: CSS=59.6, Synergy_ZIP=1.65, Synergy_Bliss=2.54, Synergy_Loewe=-5.65, Synergy_HSA=3.08. (2) Drug 1: CCCCC(=O)OCC(=O)C1(CC(C2=C(C1)C(=C3C(=C2O)C(=O)C4=C(C3=O)C=CC=C4OC)O)OC5CC(C(C(O5)C)O)NC(=O)C(F)(F)F)O. Drug 2: CC1CCC2CC(C(=CC=CC=CC(CC(C(=O)C(C(C(=CC(C(=O)CC(OC(=O)C3CCCCN3C(=O)C(=O)C1(O2)O)C(C)CC4CCC(C(C4)OC)O)C)C)O)OC)C)C)C)OC. Cell line: U251. Synergy scores: CSS=77.9, Synergy_ZIP=17.5, Synergy_Bliss=18.1, Synergy_Loewe=12.3, Synergy_HSA=16.0. (3) Drug 1: C1=NC2=C(N1)C(=S)N=C(N2)N. Drug 2: COC1=C2C(=CC3=C1OC=C3)C=CC(=O)O2. Cell line: KM12. Synergy scores: CSS=41.2, Synergy_ZIP=10.9, Synergy_Bliss=14.1, Synergy_Loewe=-9.28, Synergy_HSA=3.01. (4) Drug 1: CN1CCC(CC1)COC2=C(C=C3C(=C2)N=CN=C3NC4=C(C=C(C=C4)Br)F)OC. Drug 2: CCC1(C2=C(COC1=O)C(=O)N3CC4=CC5=C(C=CC(=C5CN(C)C)O)N=C4C3=C2)O.Cl. Cell line: DU-145. Synergy scores: CSS=34.8, Synergy_ZIP=-3.59, Synergy_Bliss=-1.32, Synergy_Loewe=-15.8, Synergy_HSA=-0.858. (5) Drug 1: COC1=NC(=NC2=C1N=CN2C3C(C(C(O3)CO)O)O)N. Drug 2: C(CC(=O)O)C(=O)CN.Cl. Cell line: SR. Synergy scores: CSS=-0.823, Synergy_ZIP=-3.30, Synergy_Bliss=-4.70, Synergy_Loewe=-10.0, Synergy_HSA=-6.26. (6) Drug 1: CC1C(C(CC(O1)OC2CC(OC(C2O)C)OC3=CC4=CC5=C(C(=O)C(C(C5)C(C(=O)C(C(C)O)O)OC)OC6CC(C(C(O6)C)O)OC7CC(C(C(O7)C)O)OC8CC(C(C(O8)C)O)(C)O)C(=C4C(=C3C)O)O)O)O. Drug 2: CC12CCC3C(C1CCC2O)C(CC4=C3C=CC(=C4)O)CCCCCCCCCS(=O)CCCC(C(F)(F)F)(F)F. Cell line: HOP-62. Synergy scores: CSS=18.3, Synergy_ZIP=-1.03, Synergy_Bliss=-12.4, Synergy_Loewe=-40.6, Synergy_HSA=-13.1. (7) Drug 1: C1=CC=C(C=C1)NC(=O)CCCCCCC(=O)NO. Drug 2: C1CCC(C(C1)N)N.C(=O)(C(=O)[O-])[O-].[Pt+4]. Cell line: HOP-62. Synergy scores: CSS=19.0, Synergy_ZIP=-3.09, Synergy_Bliss=6.76, Synergy_Loewe=-2.01, Synergy_HSA=6.00. (8) Drug 1: CC=C1C(=O)NC(C(=O)OC2CC(=O)NC(C(=O)NC(CSSCCC=C2)C(=O)N1)C(C)C)C(C)C. Drug 2: B(C(CC(C)C)NC(=O)C(CC1=CC=CC=C1)NC(=O)C2=NC=CN=C2)(O)O. Cell line: HCT-15. Synergy scores: CSS=35.1, Synergy_ZIP=4.11, Synergy_Bliss=-2.04, Synergy_Loewe=-7.21, Synergy_HSA=-8.57. (9) Drug 1: CC12CCC3C(C1CCC2=O)CC(=C)C4=CC(=O)C=CC34C. Drug 2: CC1=C(C=C(C=C1)NC(=O)C2=CC=C(C=C2)CN3CCN(CC3)C)NC4=NC=CC(=N4)C5=CN=CC=C5. Cell line: DU-145. Synergy scores: CSS=41.9, Synergy_ZIP=2.67, Synergy_Bliss=2.98, Synergy_Loewe=-0.0292, Synergy_HSA=-0.622.